Dataset: NCI-60 drug combinations with 297,098 pairs across 59 cell lines. Task: Regression. Given two drug SMILES strings and cell line genomic features, predict the synergy score measuring deviation from expected non-interaction effect. Drug 1: C1=CC(=CC=C1CCC2=CNC3=C2C(=O)NC(=N3)N)C(=O)NC(CCC(=O)O)C(=O)O. Drug 2: C1=CN(C=N1)CC(O)(P(=O)(O)O)P(=O)(O)O. Cell line: NCI-H226. Synergy scores: CSS=7.96, Synergy_ZIP=-3.61, Synergy_Bliss=-0.285, Synergy_Loewe=2.70, Synergy_HSA=3.11.